Predict which catalyst facilitates the given reaction. From a dataset of Catalyst prediction with 721,799 reactions and 888 catalyst types from USPTO. (1) Reactant: [N+:1]([CH2:4][CH2:5]OC(=O)C1C=CC=CC=1)([O-:3])=[O:2].[CH2:15]([O:17][C:18]([N:20]1[CH2:25][CH2:24][NH:23][CH2:22][CH2:21]1)=[O:19])[CH3:16]. Product: [CH2:15]([O:17][C:18]([N:20]1[CH2:21][CH2:22][N:23]([CH2:5][CH2:4][N+:1]([O-:3])=[O:2])[CH2:24][CH2:25]1)=[O:19])[CH3:16]. The catalyst class is: 8. (2) Reactant: [NH:1]1[C:5]2=[N:6][CH:7]=[CH:8][CH:9]=[C:4]2[CH:3]=[CH:2]1.[Cl:10][C:11]1[CH:19]=[CH:18][C:14]([C:15](Cl)=[O:16])=[CH:13][N:12]=1.[Cl-].[Al+3].[Cl-].[Cl-]. Product: [Cl:10][C:11]1[N:12]=[CH:13][C:14]([C:15]([C:3]2[C:4]3[C:5](=[N:6][CH:7]=[CH:8][CH:9]=3)[NH:1][CH:2]=2)=[O:16])=[CH:18][CH:19]=1. The catalyst class is: 4. (3) Reactant: [CH3:1][C:2]1[S:6][C:5]([C:7]2[C:20]3[C:11](=[CH:12][C:13]4[C:18]([CH:19]=3)=[C:17]([C:21]3[CH:31]=[CH:30][C:24]([C:25]([O:27]CC)=[O:26])=[CH:23][CH:22]=3)[CH:16]=[CH:15][CH:14]=4)[C:10]([CH3:33])([CH3:32])[CH2:9][CH:8]=2)=[CH:4][CH:3]=1.CO.[Li+].[OH-].O. Product: [CH3:1][C:2]1[S:6][C:5]([C:7]2[C:20]3[C:11](=[CH:12][C:13]4[C:18]([CH:19]=3)=[C:17]([C:21]3[CH:22]=[CH:23][C:24]([C:25]([OH:27])=[O:26])=[CH:30][CH:31]=3)[CH:16]=[CH:15][CH:14]=4)[C:10]([CH3:33])([CH3:32])[CH2:9][CH:8]=2)=[CH:4][CH:3]=1. The catalyst class is: 1.